From a dataset of Full USPTO retrosynthesis dataset with 1.9M reactions from patents (1976-2016). Predict the reactants needed to synthesize the given product. (1) The reactants are: [Si]([O:8][CH2:9][C:10]1[CH:11]=[C:12]2[C:16](=[CH:17][CH:18]=1)[NH:15][N:14]=[C:13]2[NH:19][C:20]([NH2:22])=[S:21])(C(C)(C)C)(C)C.[CH2:23](OC(Cl)CCl)[CH3:24].N1C=CN=C1.C([Si](C)(C)Cl)(C)(C)C.[F-].C([N+](CCCC)(CCCC)CCCC)CCC. Given the product [S:21]1[CH:24]=[CH:23][N:22]=[C:20]1[NH:19][C:13]1[C:12]2[C:16](=[CH:17][CH:18]=[C:10]([CH2:9][OH:8])[CH:11]=2)[NH:15][N:14]=1, predict the reactants needed to synthesize it. (2) Given the product [C:9]([C:8]([C:6]1[S:7][C:3]([C:1]([OH:13])=[O:2])=[CH:4][CH:5]=1)([CH3:12])[CH3:11])#[N:10], predict the reactants needed to synthesize it. The reactants are: [CH:1]([C:3]1[S:7][C:6]([C:8]([CH3:12])([CH3:11])[C:9]#[N:10])=[CH:5][CH:4]=1)=[O:2].[O-:13]Cl=O.[Na+].